From a dataset of Full USPTO retrosynthesis dataset with 1.9M reactions from patents (1976-2016). Predict the reactants needed to synthesize the given product. (1) Given the product [F:21][C:15]1[CH:16]=[C:17]([F:20])[CH:18]=[CH:19][C:14]=1[C:11]1[CH:12]=[CH:13][C:8]2[N:7]=[C:25]([C:27]3[CH:32]=[CH:31][N:30]=[C:29]([C:33]#[N:34])[CH:28]=3)[CH2:24][C:23](=[O:35])[NH:22][C:9]=2[CH:10]=1, predict the reactants needed to synthesize it. The reactants are: C(OC(=O)[NH:7][C:8]1[CH:13]=[CH:12][C:11]([C:14]2[CH:19]=[CH:18][C:17]([F:20])=[CH:16][C:15]=2[F:21])=[CH:10][C:9]=1[NH:22][C:23](=[O:35])[CH2:24][C:25]([C:27]1[CH:32]=[CH:31][N:30]=[C:29]([C:33]#[N:34])[CH:28]=1)=O)(C)(C)C.C(O)(C(F)(F)F)=O. (2) The reactants are: [NH2:1][C:2]1[N:3]=[CH:4][C:5]([C:8]2[C:13]([F:14])=[CH:12][C:11]([C:15]3[C:16]([OH:21])=[CH:17][CH:18]=[CH:19][CH:20]=3)=[CH:10][CH:9]=2)=[N:6][CH:7]=1.CN(C=O)C.C([O-])([O-])=O.[Cs+].[Cs+].Br[CH2:34][C:35]([O:37][CH3:38])=[O:36]. Given the product [NH2:1][C:2]1[N:3]=[CH:4][C:5]([C:8]2[CH:9]=[CH:10][C:11]([C:15]3[CH:20]=[CH:19][CH:18]=[CH:17][C:16]=3[O:21][CH2:34][C:35]([O:37][CH3:38])=[O:36])=[CH:12][C:13]=2[F:14])=[N:6][CH:7]=1, predict the reactants needed to synthesize it.